Dataset: NCI-60 drug combinations with 297,098 pairs across 59 cell lines. Task: Regression. Given two drug SMILES strings and cell line genomic features, predict the synergy score measuring deviation from expected non-interaction effect. (1) Drug 1: CNC(=O)C1=CC=CC=C1SC2=CC3=C(C=C2)C(=NN3)C=CC4=CC=CC=N4. Drug 2: CC1=CC=C(C=C1)C2=CC(=NN2C3=CC=C(C=C3)S(=O)(=O)N)C(F)(F)F. Cell line: COLO 205. Synergy scores: CSS=2.48, Synergy_ZIP=1.33, Synergy_Bliss=-0.558, Synergy_Loewe=-4.32, Synergy_HSA=-4.15. (2) Cell line: SW-620. Synergy scores: CSS=41.0, Synergy_ZIP=1.64, Synergy_Bliss=0.986, Synergy_Loewe=-24.5, Synergy_HSA=1.13. Drug 1: CN(CC1=CN=C2C(=N1)C(=NC(=N2)N)N)C3=CC=C(C=C3)C(=O)NC(CCC(=O)O)C(=O)O. Drug 2: CC1=CC=C(C=C1)C2=CC(=NN2C3=CC=C(C=C3)S(=O)(=O)N)C(F)(F)F. (3) Drug 1: C1=CC=C(C=C1)NC(=O)CCCCCCC(=O)NO. Drug 2: C1=CC=C(C(=C1)C(C2=CC=C(C=C2)Cl)C(Cl)Cl)Cl. Cell line: SF-295. Synergy scores: CSS=1.32, Synergy_ZIP=-0.182, Synergy_Bliss=1.26, Synergy_Loewe=-11.2, Synergy_HSA=-2.41. (4) Drug 1: C1CCC(C1)C(CC#N)N2C=C(C=N2)C3=C4C=CNC4=NC=N3. Drug 2: C1=CC(=C2C(=C1NCCNCCO)C(=O)C3=C(C=CC(=C3C2=O)O)O)NCCNCCO. Synergy scores: CSS=35.0, Synergy_ZIP=2.77, Synergy_Bliss=4.82, Synergy_Loewe=-4.33, Synergy_HSA=6.16. Cell line: MDA-MB-231. (5) Drug 1: CCC1=CC2CC(C3=C(CN(C2)C1)C4=CC=CC=C4N3)(C5=C(C=C6C(=C5)C78CCN9C7C(C=CC9)(C(C(C8N6C)(C(=O)OC)O)OC(=O)C)CC)OC)C(=O)OC.C(C(C(=O)O)O)(C(=O)O)O. Drug 2: C1C(C(OC1N2C=NC3=C(N=C(N=C32)Cl)N)CO)O. Cell line: OVCAR-8. Synergy scores: CSS=56.6, Synergy_ZIP=-3.42, Synergy_Bliss=-5.66, Synergy_Loewe=-4.70, Synergy_HSA=-2.82. (6) Drug 1: CC12CCC3C(C1CCC2OP(=O)(O)O)CCC4=C3C=CC(=C4)OC(=O)N(CCCl)CCCl.[Na+]. Drug 2: CC1C(C(CC(O1)OC2CC(CC3=C2C(=C4C(=C3O)C(=O)C5=C(C4=O)C(=CC=C5)OC)O)(C(=O)CO)O)N)O.Cl. Cell line: UO-31. Synergy scores: CSS=63.3, Synergy_ZIP=0.902, Synergy_Bliss=2.35, Synergy_Loewe=0.895, Synergy_HSA=4.62. (7) Drug 1: CC1=CC2C(CCC3(C2CCC3(C(=O)C)OC(=O)C)C)C4(C1=CC(=O)CC4)C. Drug 2: C1CC(=O)NC(=O)C1N2C(=O)C3=CC=CC=C3C2=O. Cell line: RXF 393. Synergy scores: CSS=-2.95, Synergy_ZIP=2.51, Synergy_Bliss=3.98, Synergy_Loewe=-0.337, Synergy_HSA=-0.337.